This data is from Reaction yield outcomes from USPTO patents with 853,638 reactions. The task is: Predict the reaction yield, written as a fraction of the theoretical maximum amount of product (1.0 means a 100% yield; for example, 0.34 means a 34% yield). (1) The reactants are [Cl:1][C:2]1[CH:18]=[CH:17][C:5]2[O:6][CH2:7][O:8][C:9]3[CH:15]=[CH:14][C:13]([Cl:16])=[CH:12][C:10]=3[CH2:11][C:4]=2[CH:3]=1.[Br:19]N1C(=O)CCC1=O. The catalyst is ClC(Cl)(Cl)Cl.N(C(C)(C)C#N)=NC(C)(C)C#N. The product is [Br:19][CH:11]1[C:4]2[CH:3]=[C:2]([Cl:1])[CH:18]=[CH:17][C:5]=2[O:6][CH2:7][O:8][C:9]2[CH:15]=[CH:14][C:13]([Cl:16])=[CH:12][C:10]1=2. The yield is 0.270. (2) The reactants are [NH:1]([C:3]1[CH:12]=[CH:11][CH:10]=[C:9]2[C:4]=1[CH:5]=[CH:6][CH:7]=[N:8]2)[NH2:2].[C:13]1([C:19]2([C:22](Cl)=[O:23])[CH2:21][CH2:20]2)[CH:18]=[CH:17][CH:16]=[CH:15][CH:14]=1. No catalyst specified. The product is [C:13]1([C:19]2([C:22]([NH:2][NH:1][C:3]3[CH:12]=[CH:11][CH:10]=[C:9]4[C:4]=3[CH:5]=[CH:6][CH:7]=[N:8]4)=[O:23])[CH2:20][CH2:21]2)[CH:18]=[CH:17][CH:16]=[CH:15][CH:14]=1. The yield is 0.210. (3) The reactants are [Br:1][C:2]1[CH:7]=[CH:6][C:5]([CH2:8][NH2:9])=[CH:4][CH:3]=1.[CH3:10][S:11](Cl)(=[O:13])=[O:12]. The catalyst is N1C=CC=CC=1.ClCCl. The product is [Br:1][C:2]1[CH:7]=[CH:6][C:5]([CH2:8][NH:9][S:11]([CH3:10])(=[O:13])=[O:12])=[CH:4][CH:3]=1. The yield is 0.950. (4) The reactants are [Cl-].[Cl:2][C:3]1[CH:8]=[CH:7][C:6]([C@@:9]2([OH:23])[CH2:14][CH2:13][N:12]([C:15](=[O:20])[C@H:16]([NH3+:19])[CH2:17][CH3:18])[CH2:11][C:10]2([CH3:22])[CH3:21])=[CH:5][CH:4]=1.[CH:24]1([C:29](Cl)=[O:30])[CH2:28][CH2:27][CH2:26][CH2:25]1.CCN(C(C)C)C(C)C. The catalyst is C1COCC1. The product is [Cl:2][C:3]1[CH:4]=[CH:5][C:6]([C@@:9]2([OH:23])[CH2:14][CH2:13][N:12]([C:15](=[O:20])[C@H:16]([NH:19][C:29]([CH:24]3[CH2:28][CH2:27][CH2:26][CH2:25]3)=[O:30])[CH2:17][CH3:18])[CH2:11][C:10]2([CH3:22])[CH3:21])=[CH:7][CH:8]=1. The yield is 0.523. (5) The reactants are Br[C:2]1[CH:3]=[C:4]2[C:8](=[CH:9][C:10]=1[F:11])[NH:7][CH:6]=[C:5]2[CH:12]=[O:13].CC1(C)C(C)(C)OB([C:22]2[CH:27]=[CH:26][C:25]([C:28]3([OH:32])[CH2:31][CH2:30][CH2:29]3)=[CH:24][CH:23]=2)O1.C(=O)([O-])[O-].[K+].[K+].[NH4+].[Cl-]. The catalyst is C1(C)C=CC=CC=1.CCO.C1C=CC(P(C2C=CC=CC=2)[C-]2C=CC=C2)=CC=1.C1C=CC(P(C2C=CC=CC=2)[C-]2C=CC=C2)=CC=1.Cl[Pd]Cl.[Fe+2]. The product is [F:11][C:10]1[CH:9]=[C:8]2[C:4]([C:5]([CH:12]=[O:13])=[CH:6][NH:7]2)=[CH:3][C:2]=1[C:22]1[CH:27]=[CH:26][C:25]([C:28]2([OH:32])[CH2:31][CH2:30][CH2:29]2)=[CH:24][CH:23]=1. The yield is 0.510. (6) The reactants are [C:1]([C:5]1[CH:10]=[CH:9][C:8]([N+:11]([O-])=O)=[CH:7][C:6]=1[S:14]([NH2:17])(=[O:16])=[O:15])([CH3:4])([CH3:3])[CH3:2].O.O.Cl[Sn]Cl.C([O-])(O)=O.[Na+]. The catalyst is CCO.CCOC(C)=O.O. The product is [C:1]([C:5]1[CH:10]=[CH:9][C:8]([NH2:11])=[CH:7][C:6]=1[S:14]([NH2:17])(=[O:15])=[O:16])([CH3:4])([CH3:2])[CH3:3]. The yield is 1.00. (7) The reactants are CS(O[C@H:6]1[CH2:11][CH2:10][C@@H:9]([NH:12][C:13]([O:15][C:16]([CH3:19])([CH3:18])[CH3:17])=[O:14])[CH2:8][CH2:7]1)(=O)=O.CCN(C(C)C)C(C)C.[F:29][C:30]([F:39])([F:38])[C:31]1[CH:32]=[C:33]([SH:37])[CH:34]=[CH:35][CH:36]=1. No catalyst specified. The product is [F:39][C:30]([F:29])([F:38])[C:31]1[CH:32]=[C:33]([S:37][C@H:6]2[CH2:7][CH2:8][C@H:9]([NH:12][C:13](=[O:14])[O:15][C:16]([CH3:17])([CH3:18])[CH3:19])[CH2:10][CH2:11]2)[CH:34]=[CH:35][CH:36]=1. The yield is 0.380.